From a dataset of Tyrosyl-DNA phosphodiesterase HTS with 341,365 compounds. Binary Classification. Given a drug SMILES string, predict its activity (active/inactive) in a high-throughput screening assay against a specified biological target. The compound is S(=O)(=O)(N1CCCC1)c1ccc(cc1)C(OCC(=O)Nc1noc(c1)C)=O. The result is 0 (inactive).